Dataset: Catalyst prediction with 721,799 reactions and 888 catalyst types from USPTO. Task: Predict which catalyst facilitates the given reaction. (1) Reactant: CCN([CH2:6][CH3:7])CC.CN(C(ON1N=N[C:18]2[CH:19]=[CH:20][CH:21]=N[C:17]1=2)=[N+](C)C)C.F[P-](F)(F)(F)(F)F.Cl.[NH2:33][C@H:34]([C:63](=[O:76])[NH:64][C@@H:65]1[C@@H:70]([OH:71])[C@H:69]([OH:72])[C@@H:68]([CH2:73][OH:74])[O:67][C@H:66]1[OH:75])[CH2:35][CH2:36][CH2:37][CH2:38][NH:39][C:40](=[O:62])[CH2:41][CH2:42]/[CH:43]=[CH:44]\[CH2:45]/[CH:46]=[CH:47]\[CH2:48]/[CH:49]=[CH:50]\[CH2:51]/[CH:52]=[CH:53]\[CH2:54]/[CH:55]=[CH:56]\[CH2:57]/[CH:58]=[CH:59]\[CH2:60][CH3:61]. Product: [C:40]([NH:33][C@H:34]([C:63](=[O:76])[NH:64][C@@H:65]1[C@@H:70]([OH:71])[C@H:69]([OH:72])[C@@H:68]([CH2:73][OH:74])[O:67][C@H:66]1[OH:75])[CH2:35][CH2:36][CH2:37][CH2:38][NH:39][C:40](=[O:62])[CH2:41][CH2:42]/[CH:43]=[CH:44]\[CH2:45]/[CH:46]=[CH:47]\[CH2:48]/[CH:49]=[CH:50]\[CH2:51]/[CH:52]=[CH:53]\[CH2:54]/[CH:55]=[CH:56]\[CH2:57]/[CH:58]=[CH:59]\[CH2:60][CH3:61])(=[O:62])[CH2:41][CH2:42][CH2:43]/[CH:44]=[CH:45]\[CH2:46]/[CH:47]=[CH:48]\[CH2:49]/[CH:50]=[CH:51]\[CH2:52]/[CH:21]=[CH:20]\[CH2:19]/[CH:18]=[CH:17]\[CH2:6][CH3:7]. The catalyst class is: 3. (2) Reactant: [CH2:1]([O:8][C:9]([N:11]1[CH2:20][CH2:19][C:18]2[C:13](=[CH:14][CH:15]=[CH:16][CH:17]=2)[C@H:12]1[C:21]1[CH:26]=[C:25]([Cl:27])[CH:24]=[CH:23][C:22]=1[O:28][CH2:29][C:30]([OH:32])=O)=[O:10])[C:2]1[CH:7]=[CH:6][CH:5]=[CH:4][CH:3]=1.CN(C(O[N:41]1[N:49]=NC2C=CC=CC1=2)=[N+](C)C)C.[B-](F)(F)(F)F.CCN(C(C)C)C(C)C.NN.C1COCC1. Product: [CH2:1]([O:8][C:9]([N:11]1[CH2:20][CH2:19][C:18]2[C:13](=[CH:14][CH:15]=[CH:16][CH:17]=2)[C@H:12]1[C:21]1[CH:26]=[C:25]([Cl:27])[CH:24]=[CH:23][C:22]=1[O:28][CH2:29][C:30]([NH:41][NH2:49])=[O:32])=[O:10])[C:2]1[CH:7]=[CH:6][CH:5]=[CH:4][CH:3]=1. The catalyst class is: 85.